From a dataset of Forward reaction prediction with 1.9M reactions from USPTO patents (1976-2016). Predict the product of the given reaction. (1) Given the reactants [Br:1][C:2]1[CH:3]=[CH:4][C:5]([CH2:9][OH:10])=[N:6][C:7]=1[CH3:8].CCN(C(C)C)C(C)C.[CH3:20][S:21](Cl)(=[O:23])=[O:22].O, predict the reaction product. The product is: [CH3:20][S:21]([O:10][CH2:9][C:5]1[CH:4]=[CH:3][C:2]([Br:1])=[C:7]([CH3:8])[N:6]=1)(=[O:23])=[O:22]. (2) Given the reactants [C:1]([C:5]1[CH:10]=[C:9](Br)[C:8]([N+:12]([O-])=O)=[CH:7][C:6]=1[OH:15])([CH3:4])([CH3:3])[CH3:2].[CH2:16]([O:18][C:19]1[CH:20]=[C:21](B(O)O)[CH:22]=[CH:23][CH:24]=1)[CH3:17], predict the reaction product. The product is: [C:1]([C:5]1[CH:10]=[C:9]([C:23]2[CH:22]=[CH:21][CH:20]=[C:19]([O:18][CH2:16][CH3:17])[CH:24]=2)[C:8]([NH2:12])=[CH:7][C:6]=1[OH:15])([CH3:4])([CH3:3])[CH3:2].